This data is from Peptide-MHC class II binding affinity with 134,281 pairs from IEDB. The task is: Regression. Given a peptide amino acid sequence and an MHC pseudo amino acid sequence, predict their binding affinity value. This is MHC class II binding data. (1) The peptide sequence is ERGYVKLEGRVIDLG. The MHC is HLA-DQA10201-DQB10303 with pseudo-sequence HLA-DQA10201-DQB10303. The binding affinity (normalized) is 0. (2) The peptide sequence is AWMSAAATQAEQAAT. The MHC is HLA-DQA10201-DQB10202 with pseudo-sequence HLA-DQA10201-DQB10202. The binding affinity (normalized) is 0.513. (3) The binding affinity (normalized) is 0.691. The peptide sequence is QHSLPRCWLIKNNSY. The MHC is DRB1_0101 with pseudo-sequence DRB1_0101. (4) The MHC is DRB3_0101 with pseudo-sequence DRB3_0101. The peptide sequence is VSTVVTATGLALSLLL. The binding affinity (normalized) is 0. (5) The peptide sequence is SSGKNEGTNIYNNNE. The MHC is HLA-DQA10501-DQB10201 with pseudo-sequence HLA-DQA10501-DQB10201. The binding affinity (normalized) is 0.